Dataset: Catalyst prediction with 721,799 reactions and 888 catalyst types from USPTO. Task: Predict which catalyst facilitates the given reaction. (1) Reactant: [H-].[Al+3].[Li+].[H-].[H-].[H-].[NH2:7][C:8]1[N:12]([CH2:13][CH2:14][O:15][C:16]([C:29]2[CH:34]=[CH:33][CH:32]=[CH:31][CH:30]=2)([C:23]2[CH:28]=[CH:27][CH:26]=[CH:25][CH:24]=2)[C:17]2[CH:22]=[CH:21][CH:20]=[CH:19][CH:18]=2)[N:11]=[CH:10][C:9]=1/[CH:35]=[CH:36]/[N+:37]([O-])=O.[F-].[Na+].O. Product: [NH2:7][C:8]1[N:12]([CH2:13][CH2:14][O:15][C:16]([C:23]2[CH:28]=[CH:27][CH:26]=[CH:25][CH:24]=2)([C:17]2[CH:18]=[CH:19][CH:20]=[CH:21][CH:22]=2)[C:29]2[CH:34]=[CH:33][CH:32]=[CH:31][CH:30]=2)[N:11]=[CH:10][C:9]=1[CH2:35][CH2:36][NH2:37]. The catalyst class is: 7. (2) Reactant: [CH3:1][C:2]1[CH:18]=[CH:17][C:5]2[NH:6][C:7](=O)[CH:8]([C:10]3[CH:15]=[CH:14][CH:13]=[CH:12][CH:11]=3)[O:9][C:4]=2[CH:3]=1.[H-].[Al+3].[Li+].[H-].[H-].[H-].[OH-].[Na+].S([O-])([O-])(=O)=O.[Mg+2]. Product: [CH3:1][C:2]1[CH:18]=[CH:17][C:5]2[NH:6][CH2:7][CH:8]([C:10]3[CH:15]=[CH:14][CH:13]=[CH:12][CH:11]=3)[O:9][C:4]=2[CH:3]=1. The catalyst class is: 30. (3) The catalyst class is: 5. Product: [OH:8][C:9]1[CH:10]=[C:11]([CH:15]([CH3:19])[C:16]([O:18][CH3:20])=[O:17])[CH:12]=[CH:13][CH:14]=1. Reactant: S(Cl)(Cl)=O.COC[O:8][C:9]1[CH:10]=[C:11]([CH:15]([CH3:19])[C:16]([OH:18])=[O:17])[CH:12]=[CH:13][CH:14]=1.[C:20]1(C)C=CC=CC=1.O. (4) Reactant: [F:1][C:2]1[CH:10]=[C:9]2[C:5]([CH2:6][CH2:7][C:8]2=[O:11])=[CH:4][CH:3]=1.[BH4-].[Na+]. Product: [F:1][C:2]1[CH:10]=[C:9]2[C:5]([CH2:6][CH2:7][CH:8]2[OH:11])=[CH:4][CH:3]=1. The catalyst class is: 525.